This data is from Catalyst prediction with 721,799 reactions and 888 catalyst types from USPTO. The task is: Predict which catalyst facilitates the given reaction. Reactant: [Cl:1][C:2]1[CH:3]=[C:4]([C:10]2([C:27]([F:30])([F:29])[F:28])[CH2:14][C:13]([C:15]3[CH:22]=[CH:21]C(C#N)=[C:17]([C:23]([F:26])([F:25])[F:24])[CH:16]=3)=[N:12][CH2:11]2)[CH:5]=[C:6]([Cl:9])[C:7]=1[Cl:8].O.[CH3:32][C:33]([OH:35])=[O:34]. Product: [Cl:1][C:2]1[CH:3]=[C:4]([C:10]2([C:27]([F:28])([F:30])[F:29])[CH2:14][C:13]([C:15]3[CH:22]=[CH:21][C:32]([C:33]([OH:35])=[O:34])=[C:17]([C:23]([F:24])([F:25])[F:26])[CH:16]=3)=[N:12][CH2:11]2)[CH:5]=[C:6]([Cl:9])[C:7]=1[Cl:8]. The catalyst class is: 561.